Regression. Given a peptide amino acid sequence and an MHC pseudo amino acid sequence, predict their binding affinity value. This is MHC class II binding data. From a dataset of Peptide-MHC class II binding affinity with 134,281 pairs from IEDB. (1) The peptide sequence is FAVATITHAAELQRV. The MHC is HLA-DQA10301-DQB10301 with pseudo-sequence HLA-DQA10301-DQB10301. The binding affinity (normalized) is 0.749. (2) The peptide sequence is NSVIEKMNTQFTAVGKEFNKHE. The MHC is DRB1_1101 with pseudo-sequence DRB1_1101. The binding affinity (normalized) is 0.410. (3) The peptide sequence is LWSPRERLVLTLGAA. The MHC is HLA-DQA10201-DQB10402 with pseudo-sequence HLA-DQA10201-DQB10402. The binding affinity (normalized) is 0.365. (4) The peptide sequence is IPIQLLPNTLVFQAK. The MHC is H-2-IAb with pseudo-sequence H-2-IAb. The binding affinity (normalized) is 0.186. (5) The peptide sequence is LVNLLIFHINGKIIKNS. The MHC is DRB1_0802 with pseudo-sequence DRB1_0802. The binding affinity (normalized) is 0.386. (6) The peptide sequence is ESWIVDRQWAQDLTL. The MHC is DRB1_0901 with pseudo-sequence DRB1_0901. The binding affinity (normalized) is 0.363. (7) The peptide sequence is FKTFEAAFTSSSKAA. The MHC is DRB1_0802 with pseudo-sequence DRB1_0802. The binding affinity (normalized) is 0.511. (8) The peptide sequence is RLEDEMKEGRYEVRA. The MHC is DRB1_1201 with pseudo-sequence DRB1_1201. The binding affinity (normalized) is 0.201. (9) The peptide sequence is DEELLKAVRIIKILYQSNP. The MHC is DRB1_0101 with pseudo-sequence DRB1_0101. The binding affinity (normalized) is 0.815. (10) The peptide sequence is QMATTLPVQRHPRSL. The MHC is DRB1_1101 with pseudo-sequence DRB1_1101. The binding affinity (normalized) is 0.292.